Dataset: NCI-60 drug combinations with 297,098 pairs across 59 cell lines. Task: Regression. Given two drug SMILES strings and cell line genomic features, predict the synergy score measuring deviation from expected non-interaction effect. (1) Drug 1: C(CC(=O)O)C(=O)CN.Cl. Drug 2: C1CN(CCN1C(=O)CCBr)C(=O)CCBr. Cell line: MDA-MB-435. Synergy scores: CSS=3.23, Synergy_ZIP=-1.40, Synergy_Bliss=-1.75, Synergy_Loewe=-2.44, Synergy_HSA=-1.74. (2) Synergy scores: CSS=11.7, Synergy_ZIP=-2.86, Synergy_Bliss=2.47, Synergy_Loewe=-12.4, Synergy_HSA=0.677. Cell line: HCT-15. Drug 1: CN1CCC(CC1)COC2=C(C=C3C(=C2)N=CN=C3NC4=C(C=C(C=C4)Br)F)OC. Drug 2: CN1C2=C(C=C(C=C2)N(CCCl)CCCl)N=C1CCCC(=O)O.Cl. (3) Drug 1: CC1=C2C(C(=O)C3(C(CC4C(C3C(C(C2(C)C)(CC1OC(=O)C(C(C5=CC=CC=C5)NC(=O)OC(C)(C)C)O)O)OC(=O)C6=CC=CC=C6)(CO4)OC(=O)C)OC)C)OC. Drug 2: C1=CC(=CC=C1CCCC(=O)O)N(CCCl)CCCl. Cell line: SNB-75. Synergy scores: CSS=40.8, Synergy_ZIP=1.62, Synergy_Bliss=4.16, Synergy_Loewe=-1.49, Synergy_HSA=6.78.